Dataset: Catalyst prediction with 721,799 reactions and 888 catalyst types from USPTO. Task: Predict which catalyst facilitates the given reaction. (1) Reactant: [CH3:1][O:2][CH:3]1[O:9][C@@H:8]([CH2:10][OH:11])[C@H:6]([OH:7])[C@@H:4]1[OH:5].[OH-:12].[Na+].[C:14](Cl)(=[O:21])[C:15]1[CH:20]=[CH:19][CH:18]=[CH:17][CH:16]=1. Product: [C:14]([O:5][C@H:4]1[C@@H:6]([O:7][C:14](=[O:12])[C:15]2[CH:20]=[CH:19][CH:18]=[CH:17][CH:16]=2)[C@H:8]([CH2:10][O:11][C:14](=[O:21])[C:15]2[CH:20]=[CH:19][CH:18]=[CH:17][CH:16]=2)[O:9][CH:3]1[O:2][CH3:1])(=[O:21])[C:15]1[CH:20]=[CH:19][CH:18]=[CH:17][CH:16]=1. The catalyst class is: 596. (2) Reactant: C(=O)([O-])O.[Na+].Br[CH2:7][C:8](=O)[C:9]([O:11][CH2:12][CH3:13])=[O:10].[C:15]([NH2:25])(=[O:24])[CH:16]=[CH:17][C:18]1[CH:23]=[CH:22][CH:21]=[CH:20][CH:19]=1.FC(F)(F)C(OC(=O)C(F)(F)F)=O. Product: [CH2:12]([O:11][C:9]([C:8]1[N:25]=[C:15](/[CH:16]=[CH:17]/[C:18]2[CH:23]=[CH:22][CH:21]=[CH:20][CH:19]=2)[O:24][CH:7]=1)=[O:10])[CH3:13]. The catalyst class is: 54. (3) Reactant: [NH:1]1[CH:5]=N[CH:3]=[N:2]1.[H-].[Na+].Cl[C:9]1[C:14]([I:15])=[CH:13][N:12]=[CH:11][N:10]=1.[CH2:16]1COCC1. Product: [I:15][C:14]1[C:9]([N:1]2[CH:5]=[CH:16][CH:3]=[N:2]2)=[N:10][CH:11]=[N:12][CH:13]=1. The catalyst class is: 2. (4) Reactant: [CH2:1]([O:3][C:4](=[O:14])[C:5]1[CH:10]=[CH:9][CH:8]=[C:7]([F:11])[C:6]=1[NH:12][CH3:13])[CH3:2].[Cl:15]N1C(C)(C)C(=O)N(Cl)C1=O. Product: [CH2:1]([O:3][C:4](=[O:14])[C:5]1[CH:10]=[C:9]([Cl:15])[CH:8]=[C:7]([F:11])[C:6]=1[NH:12][CH3:13])[CH3:2]. The catalyst class is: 342.